Dataset: Kir2.1 potassium channel HTS with 301,493 compounds. Task: Binary Classification. Given a drug SMILES string, predict its activity (active/inactive) in a high-throughput screening assay against a specified biological target. (1) The drug is S(c1nc(nc(N)c1C#N)c1ccc(cc1)C)C. The result is 0 (inactive). (2) The drug is O(c1cc(C(=O)NCc2ccc(n3cccc3)cc2)ccc1OC)C. The result is 0 (inactive). (3) The compound is Clc1c(C(Nc2ncccc2)c2oc(cc(=O)c2O)CO)cccc1. The result is 0 (inactive). (4) The molecule is Clc1sc(S(=O)(=O)NCCCCCC)cc1. The result is 0 (inactive). (5) The compound is Fc1ccc(CC(=O)NC(Cc2c3c([nH]c2)cccc3)C(O)=O)cc1. The result is 0 (inactive). (6) The molecule is s\1c(C(C)(C)C)c(n(c1=N\C(=O)c1c(O)cccc1)C)C. The result is 0 (inactive). (7) The compound is S(=O)(=O)(N(C1CCCCC1)CC(=O)NC(CC)C)C. The result is 0 (inactive). (8) The molecule is S(CCOc1c(OC)cccc1)c1nc(N)cc(n1)N. The result is 0 (inactive). (9) The drug is o1c2c(c3n(nnc3c1=O)C(C)C)cccc2. The result is 0 (inactive).